This data is from Full USPTO retrosynthesis dataset with 1.9M reactions from patents (1976-2016). The task is: Predict the reactants needed to synthesize the given product. (1) Given the product [CH2:9]([O:8][C@H:7]1[C@H:6]([O:16][CH2:17][C:18]2[CH:19]=[CH:20][CH:21]=[CH:22][CH:23]=2)[C@@H:5]([CH2:24][O:25][CH2:26][C:27]2[CH:32]=[CH:31][CH:30]=[CH:29][CH:28]=2)[CH2:4][C@H:3]([O:33][Si:43]([C:39]([CH3:42])([CH3:41])[CH3:40])([CH3:45])[CH3:44])[C@@H:2]1[NH2:1])[C:10]1[CH:11]=[CH:12][CH:13]=[CH:14][CH:15]=1, predict the reactants needed to synthesize it. The reactants are: [NH2:1][C@@H:2]1[C@@H:7]([O:8][CH2:9][C:10]2[CH:15]=[CH:14][CH:13]=[CH:12][CH:11]=2)[C@H:6]([O:16][CH2:17][C:18]2[CH:23]=[CH:22][CH:21]=[CH:20][CH:19]=2)[C@@H:5]([CH2:24][O:25][CH2:26][C:27]2[CH:32]=[CH:31][CH:30]=[CH:29][CH:28]=2)[CH2:4][C@@H:3]1[OH:33].N1C=CN=C1.[C:39]([Si:43](Cl)([CH3:45])[CH3:44])([CH3:42])([CH3:41])[CH3:40]. (2) Given the product [CH3:11][CH2:10][N:9]([C:12]([C:14]1([C:19]2[CH:20]=[CH:21][CH:22]=[CH:23][CH:24]=2)[CH:16]([CH2:17][NH2:18])[CH2:15]1)=[O:13])[CH2:8][CH3:7].[ClH:25].[ClH:25], predict the reactants needed to synthesize it. The reactants are: C(OCC)(=O)C.[CH3:7][CH2:8][N:9]([C:12]([C:14]1([C:19]2[CH:20]=[CH:21][CH:22]=[CH:23][CH:24]=2)[CH:16]([CH2:17][NH2:18])[CH2:15]1)=[O:13])[CH2:10][CH3:11].[ClH:25].C(OCC)(=O)C. (3) Given the product [C:1]([O:5][C:6](=[O:26])[NH:7][C:8]([CH2:22][OH:23])([CH2:24][OH:25])[CH2:9][CH2:10][C:11]1[CH:16]=[CH:15][C:14]([O:17][CH2:34][CH2:35][CH2:36][CH2:37][CH2:38][CH2:39][CH2:40][CH3:41])=[C:13]([C:18]([F:20])([F:19])[F:21])[CH:12]=1)([CH3:4])([CH3:2])[CH3:3], predict the reactants needed to synthesize it. The reactants are: [C:1]([O:5][C:6](=[O:26])[NH:7][C:8]([CH2:24][OH:25])([CH2:22][OH:23])[CH2:9][CH2:10][C:11]1[CH:16]=[CH:15][C:14]([OH:17])=[C:13]([C:18]([F:21])([F:20])[F:19])[CH:12]=1)([CH3:4])([CH3:3])[CH3:2].C(=O)([O-])[O-].[K+].[K+].Br[CH2:34][CH2:35][CH2:36][CH2:37][CH2:38][CH2:39][CH2:40][CH3:41].O. (4) Given the product [CH3:1][N:2]1[C:6]([NH:7][C:13](=[O:14])[O:15][C:16]2[CH:21]=[CH:20][CH:19]=[CH:18][CH:17]=2)=[CH:5][C:4]([C:8]([F:9])([F:10])[F:11])=[N:3]1, predict the reactants needed to synthesize it. The reactants are: [CH3:1][N:2]1[C:6]([NH2:7])=[CH:5][C:4]([C:8]([F:11])([F:10])[F:9])=[N:3]1.Cl[C:13]([O:15][C:16]1[CH:21]=[CH:20][CH:19]=[CH:18][CH:17]=1)=[O:14]. (5) Given the product [CH3:1][O:2][C:3]1[CH:4]=[C:5]([C:11]2[N:12]=[C:13]3[C:21]([CH3:22])=[CH:20][C:19]([N:23]4[CH2:24][CH2:25][C:26](=[O:27])[CH2:31][CH2:32]4)=[CH:18][N:14]3[C:15](=[O:17])[CH:16]=2)[CH:6]=[CH:7][C:8]=1[O:9][CH3:10], predict the reactants needed to synthesize it. The reactants are: [CH3:1][O:2][C:3]1[CH:4]=[C:5]([C:11]2[N:12]=[C:13]3[C:21]([CH3:22])=[CH:20][C:19]([N:23]4[CH2:32][CH2:31][C:26]5(OCC[O:27]5)[CH2:25][CH2:24]4)=[CH:18][N:14]3[C:15](=[O:17])[CH:16]=2)[CH:6]=[CH:7][C:8]=1[O:9][CH3:10].Cl.C([O-])([O-])=O.[K+].[K+].